Dataset: Full USPTO retrosynthesis dataset with 1.9M reactions from patents (1976-2016). Task: Predict the reactants needed to synthesize the given product. (1) Given the product [F:32][C:16]1[CH:17]=[C:18]([N:21]2[CH2:25][CH2:24][C@H:23]([N:26]3[CH2:30][CH2:29][CH2:28][C@@H:27]3[CH3:31])[CH2:22]2)[CH:19]=[CH:20][C:15]=1[N:14]1[CH2:13][CH2:12][CH2:11][C:5]2([CH2:10][CH2:9][O:8][CH2:7][CH2:6]2)[C:3]1=[O:2], predict the reactants needed to synthesize it. The reactants are: C[O:2][C:3]([C:5]1([CH2:11][CH2:12][CH2:13][NH:14][C:15]2[CH:20]=[CH:19][C:18]([N:21]3[CH2:25][CH2:24][C@H:23]([N:26]4[CH2:30][CH2:29][CH2:28][C@@H:27]4[CH3:31])[CH2:22]3)=[CH:17][C:16]=2[F:32])[CH2:10][CH2:9][O:8][CH2:7][CH2:6]1)=O.[Li]CCCC. (2) Given the product [CH3:1][C:2]1[CH:3]=[C:4]([C:19]2[S:23][C:22]([CH2:24][OH:25])=[N:21][CH:20]=2)[CH:5]=[C:6]([NH:8][C:9]2[N:14]=[C:13]([C:15]([F:18])([F:17])[F:16])[CH:12]=[CH:11][N:10]=2)[CH:7]=1, predict the reactants needed to synthesize it. The reactants are: [CH3:1][C:2]1[CH:3]=[C:4]([C:19]2[S:23][C:22]([CH:24]=[O:25])=[N:21][CH:20]=2)[CH:5]=[C:6]([NH:8][C:9]2[N:14]=[C:13]([C:15]([F:18])([F:17])[F:16])[CH:12]=[CH:11][N:10]=2)[CH:7]=1.CO.[BH4-].[Na+]. (3) Given the product [Br:1][C:2]1[C:8]([O:27][C:21]2[CH:22]=[CH:23][C:24]([F:26])=[CH:25][C:20]=2[F:19])=[CH:7][C:5]([NH2:6])=[C:4]([N+:10]([O-:12])=[O:11])[CH:3]=1, predict the reactants needed to synthesize it. The reactants are: [Br:1][C:2]1[C:8](F)=[CH:7][C:5]([NH2:6])=[C:4]([N+:10]([O-:12])=[O:11])[CH:3]=1.C(=O)([O-])[O-].[Cs+].[Cs+].[F:19][C:20]1[CH:25]=[C:24]([F:26])[CH:23]=[CH:22][C:21]=1[OH:27]. (4) Given the product [C:18]([O:17][C:15]([NH:14][C:11]12[CH2:13][C:7]([C:5]([OH:6])=[O:4])([CH2:12]1)[CH2:8][CH2:9][CH2:10]2)=[O:16])([CH3:21])([CH3:19])[CH3:20], predict the reactants needed to synthesize it. The reactants are: [Li+].[OH-].C[O:4][C:5]([C:7]12[CH2:13][C:11]([NH:14][C:15]([O:17][C:18]([CH3:21])([CH3:20])[CH3:19])=[O:16])([CH2:12]1)[CH2:10][CH2:9][CH2:8]2)=[O:6]. (5) Given the product [C:13]([C:10]1[CH:11]=[CH:12][C:7]([O:6][CH2:5][C:4]2[CH:3]=[C:2]([NH:1][C:24]3[CH:31]=[CH:30][C:27]([C:28]#[N:29])=[CH:26][CH:25]=3)[CH:22]=[CH:21][CH:20]=2)=[C:8]([CH2:17][CH2:18][CH3:19])[C:9]=1[OH:16])(=[O:15])[CH3:14], predict the reactants needed to synthesize it. The reactants are: [NH2:1][C:2]1[CH:3]=[C:4]([CH:20]=[CH:21][CH:22]=1)[CH2:5][O:6][C:7]1[CH:12]=[CH:11][C:10]([C:13](=[O:15])[CH3:14])=[C:9]([OH:16])[C:8]=1[CH2:17][CH2:18][CH3:19].Br[C:24]1[CH:31]=[CH:30][C:27]([C:28]#[N:29])=[CH:26][CH:25]=1.C(=O)([O-])[O-].[Cs+].[Cs+].C1OCCOCCOCCOCCOCCOC1.C1(P(C2C=CC=CC=2)C2C=CC3C(=CC=CC=3)C=2C2C3C(=CC=CC=3)C=CC=2P(C2C=CC=CC=2)C2C=CC=CC=2)C=CC=CC=1.C(O)(=O)CC(CC(O)=O)(C(O)=O)O. (6) Given the product [CH3:23][S:24]([O:15][CH2:14][C:3]1[C:2]([Cl:1])=[CH:7][C:6]([O:8][CH2:9][CH2:10][CH2:11][CH2:12][CH3:13])=[CH:5][N:4]=1)(=[O:26])=[O:25], predict the reactants needed to synthesize it. The reactants are: [Cl:1][C:2]1[C:3]([CH2:14][OH:15])=[N:4][CH:5]=[C:6]([O:8][CH2:9][CH2:10][CH2:11][CH2:12][CH3:13])[CH:7]=1.C(N(CC)CC)C.[CH3:23][S:24](Cl)(=[O:26])=[O:25]. (7) Given the product [Cl:1][C:2]1[CH:3]=[CH:4][C:5]([C:8]2[S:12][C:11]3[C:13](=[O:15])[N:19]([CH2:21][C:28]4[CH:29]=[CH:24][CH:25]=[C:26]([N:30]5[CH2:34][CH2:33][C@@H:32]([OH:35])[CH2:31]5)[CH:27]=4)[CH:18]=[N:17][C:10]=3[CH:9]=2)=[CH:6][CH:7]=1, predict the reactants needed to synthesize it. The reactants are: [Cl:1][C:2]1[CH:7]=[CH:6][C:5]([C:8]2[S:12][C:11]([C:13]([O:15]C)=O)=[C:10](/[N:17]=[CH:18]/[N:19]([CH3:21])C)[CH:9]=2)=[CH:4][CH:3]=1.NC[C:24]1[CH:25]=[C:26]([N:30]2[CH2:34][CH2:33][C@@H:32]([OH:35])[CH2:31]2)[CH:27]=[CH:28][CH:29]=1. (8) Given the product [OH:1][CH2:2][C:3]1[N:15]2[C:6]([C:7]3[CH:8]=[C:9]([C:24]4[CH:29]=[CH:28][CH:27]=[CH:26][CH:25]=4)[C:10]([C:16]4[CH:17]=[CH:18][C:19]([C:20]#[N:30])=[CH:22][CH:23]=4)=[N:11][C:12]=3[CH:13]=[CH:14]2)=[N:5][N:4]=1, predict the reactants needed to synthesize it. The reactants are: [OH:1][CH2:2][C:3]1[N:15]2[C:6]([C:7]3[CH:8]=[C:9]([C:24]4[CH:29]=[CH:28][CH:27]=[CH:26][CH:25]=4)[C:10]([C:16]4[CH:23]=[CH:22][C:19]([CH:20]=O)=[CH:18][CH:17]=4)=[N:11][C:12]=3[CH:13]=[CH:14]2)=[N:5][N:4]=1.[NH4+:30].[OH-].II.